Dataset: Peptide-MHC class I binding affinity with 185,985 pairs from IEDB/IMGT. Task: Regression. Given a peptide amino acid sequence and an MHC pseudo amino acid sequence, predict their binding affinity value. This is MHC class I binding data. (1) The peptide sequence is YVPRPDDPV. The MHC is H-2-Db with pseudo-sequence H-2-Db. The binding affinity (normalized) is 0.0382. (2) The peptide sequence is DEPASTEPVHDQLL. The MHC is HLA-A68:02 with pseudo-sequence HLA-A68:02. The binding affinity (normalized) is 0.0733. (3) The binding affinity (normalized) is 0.0847. The MHC is HLA-B18:01 with pseudo-sequence HLA-B18:01. The peptide sequence is ALAGNHWHV. (4) The peptide sequence is ETIEDYLGY. The MHC is HLA-A02:03 with pseudo-sequence HLA-A02:03. The binding affinity (normalized) is 0.0847. (5) The peptide sequence is EENLLDFVRF. The MHC is HLA-B27:05 with pseudo-sequence HLA-B27:05. The binding affinity (normalized) is 0.213.